From a dataset of Catalyst prediction with 721,799 reactions and 888 catalyst types from USPTO. Predict which catalyst facilitates the given reaction. Reactant: [CH2:1]([O:4][C:5]1[C:6]([CH2:20][CH3:21])=[C:7]([CH2:15][C:16](OC)=[O:17])[CH:8]=[C:9]([O:11][CH2:12][CH:13]=[CH2:14])[CH:10]=1)[CH:2]=[CH2:3].[H-].C([Al+]CC(C)C)C(C)C.C1(C)C=CC=CC=1.C(C(C(C([O-])=O)O)O)([O-])=O.[Na+].[K+]. Product: [CH2:1]([O:4][C:5]1[C:6]([CH2:20][CH3:21])=[C:7]([CH2:15][CH2:16][OH:17])[CH:8]=[C:9]([O:11][CH2:12][CH:13]=[CH2:14])[CH:10]=1)[CH:2]=[CH2:3]. The catalyst class is: 4.